This data is from Reaction yield outcomes from USPTO patents with 853,638 reactions. The task is: Predict the reaction yield, written as a fraction of the theoretical maximum amount of product (1.0 means a 100% yield; for example, 0.34 means a 34% yield). The product is [CH:2]([C@H:1]1[C@H:37]([CH3:38])[C@@H:36]([NH:39][C:40](=[O:49])[O:41][CH2:42][C:29]2[CH:30]=[CH:31][CH:32]=[CH:33][CH:34]=2)[C:12]2[C:7](=[CH:8][CH:9]=[CH:10][CH:11]=2)[NH:6]1)([CH3:4])[CH3:3]. The catalyst is C(Cl)Cl. The yield is 0.530. The reactants are [CH:1](=O)[CH:2]([CH3:4])[CH3:3].[NH2:6][C:7]1[CH:12]=[CH:11][CH:10]=[CH:9][CH:8]=1.C(#N)C.C(=O)=O.P(O)(O[C:29]1[CH:34]=[CH:33][CH:32]=[CH:31][CH:30]=1)(O[C:29]1[CH:34]=[CH:33][CH:32]=[CH:31][CH:30]=1)=O.[CH:36](/[NH:39][C:40](=[O:49])[O:41][CH2:42]C1C=CC=CC=1)=[CH:37]\[CH3:38].